Dataset: Forward reaction prediction with 1.9M reactions from USPTO patents (1976-2016). Task: Predict the product of the given reaction. (1) Given the reactants [Cl:1][C:2]1[CH:7]=[CH:6][C:5]([C:8]2[C:9]([CH:14]=O)=[CH:10][CH:11]=[CH:12][CH:13]=2)=[CH:4][CH:3]=1.[O:16]1[C:20]2([CH2:25][CH2:24][NH:23][CH2:22][CH2:21]2)[O:19][CH2:18][CH2:17]1.[O-]S([O-])(=O)=O.[Mg+2].C(O[BH-](OC(=O)C)OC(=O)C)(=O)C.[Na+], predict the reaction product. The product is: [Cl:1][C:2]1[CH:3]=[CH:4][C:5]([C:8]2[CH:13]=[CH:12][CH:11]=[CH:10][C:9]=2[CH2:14][N:23]2[CH2:24][CH2:25][C:20]3([O:19][CH2:18][CH2:17][O:16]3)[CH2:21][CH2:22]2)=[CH:6][CH:7]=1. (2) Given the reactants Cl.[CH3:2][NH:3][CH3:4].C[Al](C)C.[O:9]([C:16]1[CH:17]=[C:18]([N:22]([CH2:30][C:31]2[CH:32]=[C:33]([CH:38]=[CH:39][CH:40]=2)[C:34](OC)=[O:35])[CH2:23][CH:24]([OH:29])[C:25]([F:28])([F:27])[F:26])[CH:19]=[CH:20][CH:21]=1)[C:10]1[CH:15]=[CH:14][CH:13]=[CH:12][CH:11]=1.CN([Al]CCl)C, predict the reaction product. The product is: [CH3:2][N:3]([CH3:4])[C:34](=[O:35])[C:33]1[CH:38]=[CH:39][CH:40]=[C:31]([CH2:30][N:22]([C:18]2[CH:19]=[CH:20][CH:21]=[C:16]([O:9][C:10]3[CH:15]=[CH:14][CH:13]=[CH:12][CH:11]=3)[CH:17]=2)[CH2:23][CH:24]([OH:29])[C:25]([F:28])([F:27])[F:26])[CH:32]=1.